Dataset: Forward reaction prediction with 1.9M reactions from USPTO patents (1976-2016). Task: Predict the product of the given reaction. (1) Given the reactants C[Si]([N-][Si](C)(C)C)(C)C.[Li+].[CH3:11][CH:12]1[N:17]([CH2:18][C:19]([F:22])([F:21])[F:20])[C:16](=[O:23])[CH2:15][CH2:14][CH:13]1[C:24]1[CH:29]=[C:28]([F:30])[CH:27]=[C:26]([F:31])[C:25]=1[F:32].[CH2:33](Br)[CH:34]=[CH2:35], predict the reaction product. The product is: [CH2:35]([CH:15]1[CH2:14][CH:13]([C:24]2[CH:29]=[C:28]([F:30])[CH:27]=[C:26]([F:31])[C:25]=2[F:32])[CH:12]([CH3:11])[N:17]([CH2:18][C:19]([F:22])([F:20])[F:21])[C:16]1=[O:23])[CH:34]=[CH2:33]. (2) Given the reactants [C:1]1([S:7]([N:10]2[C:18]3[CH:17]=[CH:16][CH:15]=[C:14]([C:19]([O:21]C)=[O:20])[C:13]=3[C:12]([CH2:23][CH2:24][NH:25][C@H:26]3[CH:31]4[CH2:32][CH2:33][N:28]([CH2:29][CH2:30]4)[CH2:27]3)=[CH:11]2)(=[O:9])=[O:8])[CH:6]=[CH:5][CH:4]=[CH:3][CH:2]=1.O.[OH-].[Li+:36], predict the reaction product. The product is: [C:1]1([S:7]([N:10]2[C:18]3[CH:17]=[CH:16][CH:15]=[C:14]([C:19]([O-:21])=[O:20])[C:13]=3[C:12]([CH2:23][CH2:24][NH:25][C@H:26]3[CH:31]4[CH2:32][CH2:33][N:28]([CH2:29][CH2:30]4)[CH2:27]3)=[CH:11]2)(=[O:9])=[O:8])[CH:6]=[CH:5][CH:4]=[CH:3][CH:2]=1.[Li+:36]. (3) Given the reactants [C:1]1(C2C=CC=CC=2)[C:2]([C:7]([C:9]2[S:13][C:12]3[CH:14]=[CH:15][CH:16]=[CH:17][C:11]=3[C:10]=2[CH2:18][C:19]([OH:21])=[O:20])=O)=[CH:3][CH:4]=[CH:5][CH:6]=1.[BH4-].[Na+].C([SiH]([CH2:35][CH3:36])CC)C.C(O)(C(F)(F)F)=O.[CH2:44]1[CH2:48]O[CH2:46][CH2:45]1, predict the reaction product. The product is: [C:5]1([C:36]2[CH:35]=[CH:46][CH:45]=[CH:44][CH:48]=2)[CH:4]=[CH:3][C:2]([CH2:7][C:9]2[S:13][C:12]3[CH:14]=[CH:15][CH:16]=[CH:17][C:11]=3[C:10]=2[CH2:18][C:19]([OH:21])=[O:20])=[CH:1][CH:6]=1. (4) Given the reactants [C:1]([O:5][C:6]([N:8]1[CH2:20][C@@H:19]([CH3:21])[N:18]2[C@H:10]([CH2:11][C:12]3[C:17]2=[N:16][C:15](Br)=[CH:14][CH:13]=3)[CH2:9]1)=[O:7])([CH3:4])([CH3:3])[CH3:2].C([Li])(C)(C)C.[CH:28](=[O:30])[CH3:29].[Cl-].[NH4+], predict the reaction product. The product is: [C:1]([O:5][C:6]([N:8]1[CH2:20][C@@H:19]([CH3:21])[N:18]2[C@H:10]([CH2:11][C:12]3[C:17]2=[N:16][C:15]([CH:28]([OH:30])[CH3:29])=[CH:14][CH:13]=3)[CH2:9]1)=[O:7])([CH3:4])([CH3:3])[CH3:2]. (5) Given the reactants [CH2:1]([S:8][CH:9]([CH:36]([O:39][CH3:40])[O:37][CH3:38])[CH2:10][NH:11][C:12]([C:14]1[N:15]([CH2:33][O:34][CH3:35])[C:16]2[C:21]([CH:22]=1)=[CH:20][CH:19]=[CH:18][C:17]=2[NH:23][S:24]([C:27]1[CH:32]=[CH:31][CH:30]=[CH:29][N:28]=1)(=[O:26])=[O:25])=[O:13])[C:2]1[CH:7]=[CH:6][CH:5]=[CH:4][CH:3]=1.[C:41](=O)([O-])[O-].[K+].[K+].CI, predict the reaction product. The product is: [CH2:1]([S:8][CH:9]([CH:36]([O:39][CH3:40])[O:37][CH3:38])[CH2:10][NH:11][C:12]([C:14]1[N:15]([CH2:33][O:34][CH3:35])[C:16]2[C:21]([CH:22]=1)=[CH:20][CH:19]=[CH:18][C:17]=2[N:23]([CH3:41])[S:24]([C:27]1[CH:32]=[CH:31][CH:30]=[CH:29][N:28]=1)(=[O:26])=[O:25])=[O:13])[C:2]1[CH:3]=[CH:4][CH:5]=[CH:6][CH:7]=1. (6) The product is: [F:1][C:2]1[CH:8]=[CH:7][C:5]([NH:6][C:14](=[O:15])[C:13]([CH3:18])([CH3:17])[CH3:12])=[CH:4][C:3]=1[N+:9]([O-:11])=[O:10]. Given the reactants [F:1][C:2]1[CH:8]=[CH:7][C:5]([NH2:6])=[CH:4][C:3]=1[N+:9]([O-:11])=[O:10].[CH3:12][C:13]([CH3:18])([CH3:17])[C:14](Cl)=[O:15], predict the reaction product. (7) Given the reactants C(OC(=O)[NH:7][C:8]1[CH:9]=[C:10]2[C:15](=[CH:16][C:17]=1[CH3:18])[N:14]([CH2:19][CH:20]([F:22])[F:21])[C:13](=[O:23])[CH2:12][CH2:11]2)(C)(C)C.Cl.O1CCOCC1.C(=O)([O-])O.[Na+], predict the reaction product. The product is: [NH2:7][C:8]1[CH:9]=[C:10]2[C:15](=[CH:16][C:17]=1[CH3:18])[N:14]([CH2:19][CH:20]([F:22])[F:21])[C:13](=[O:23])[CH2:12][CH2:11]2. (8) Given the reactants Br[C:2]1[C:3]([C:21]#[N:22])=[CH:4][C:5]([F:20])=[C:6]([NH:8][C@H:9]([CH2:13][C:14]2[CH:19]=[CH:18][CH:17]=[CH:16][N:15]=2)[C:10]([NH2:12])=[O:11])[CH:7]=1.Cl.[NH2:24][C:25]1[S:29][N:28]=[C:27]([CH3:30])[CH:26]=1.C([O-])([O-])=O.[K+].[K+].C1C=CC(P(C2C(C3C(P(C4C=CC=CC=4)C4C=CC=CC=4)=CC=C4C=3C=CC=C4)=C3C(C=CC=C3)=CC=2)C2C=CC=CC=2)=CC=1, predict the reaction product. The product is: [C:21]([C:3]1[C:2]([NH:24][C:25]2[S:29][N:28]=[C:27]([CH3:30])[CH:26]=2)=[CH:7][C:6]([NH:8][C@H:9]([CH2:13][C:14]2[CH:19]=[CH:18][CH:17]=[CH:16][N:15]=2)[C:10]([NH2:12])=[O:11])=[C:5]([F:20])[CH:4]=1)#[N:22]. (9) Given the reactants [CH:1]1([O:6][C:7]2[CH:8]=[C:9]([CH:15]([N:21]3[C:29](=[O:30])[C:28]4[C:23](=[CH:24][CH:25]=[CH:26][C:27]=4[CH3:31])[C:22]3=[O:32])[CH2:16][C:17]([NH:19][OH:20])=[O:18])[CH:10]=[CH:11][C:12]=2[O:13][CH3:14])[CH2:5][CH2:4][CH2:3][CH2:2]1.[C:33](OC(=O)C)(=[O:35])[CH3:34], predict the reaction product. The product is: [C:33]([O:20][NH:19][C:17](=[O:18])[CH2:16][CH:15]([C:9]1[CH:10]=[CH:11][C:12]([O:13][CH3:14])=[C:7]([O:6][CH:1]2[CH2:2][CH2:3][CH2:4][CH2:5]2)[CH:8]=1)[N:21]1[C:29](=[O:30])[C:28]2[C:23](=[CH:24][CH:25]=[CH:26][C:27]=2[CH3:31])[C:22]1=[O:32])(=[O:35])[CH3:34].